From a dataset of Full USPTO retrosynthesis dataset with 1.9M reactions from patents (1976-2016). Predict the reactants needed to synthesize the given product. Given the product [Br:1][C:2]1[CH:3]=[C:4]([CH2:8][CH2:9][C:10]([Cl:13])=[O:12])[CH:5]=[CH:6][CH:7]=1, predict the reactants needed to synthesize it. The reactants are: [Br:1][C:2]1[CH:3]=[C:4]([CH2:8][CH2:9][C:10]([OH:12])=O)[CH:5]=[CH:6][CH:7]=1.[Cl:13]CCl.C(Cl)(=O)C(Cl)=O.